From a dataset of NCI-60 drug combinations with 297,098 pairs across 59 cell lines. Regression. Given two drug SMILES strings and cell line genomic features, predict the synergy score measuring deviation from expected non-interaction effect. (1) Drug 1: CC1C(C(=O)NC(C(=O)N2CCCC2C(=O)N(CC(=O)N(C(C(=O)O1)C(C)C)C)C)C(C)C)NC(=O)C3=C4C(=C(C=C3)C)OC5=C(C(=O)C(=C(C5=N4)C(=O)NC6C(OC(=O)C(N(C(=O)CN(C(=O)C7CCCN7C(=O)C(NC6=O)C(C)C)C)C)C(C)C)C)N)C. Drug 2: CS(=O)(=O)CCNCC1=CC=C(O1)C2=CC3=C(C=C2)N=CN=C3NC4=CC(=C(C=C4)OCC5=CC(=CC=C5)F)Cl. Cell line: COLO 205. Synergy scores: CSS=40.7, Synergy_ZIP=6.02, Synergy_Bliss=11.0, Synergy_Loewe=-4.56, Synergy_HSA=9.83. (2) Drug 1: CCC1=C2CN3C(=CC4=C(C3=O)COC(=O)C4(CC)O)C2=NC5=C1C=C(C=C5)O. Drug 2: CN(CC1=CN=C2C(=N1)C(=NC(=N2)N)N)C3=CC=C(C=C3)C(=O)NC(CCC(=O)O)C(=O)O. Cell line: SNB-19. Synergy scores: CSS=57.6, Synergy_ZIP=-3.29, Synergy_Bliss=-1.19, Synergy_Loewe=-12.5, Synergy_HSA=-1.05. (3) Drug 1: C1=CC=C(C=C1)NC(=O)CCCCCCC(=O)NO. Drug 2: CCC1(CC2CC(C3=C(CCN(C2)C1)C4=CC=CC=C4N3)(C5=C(C=C6C(=C5)C78CCN9C7C(C=CC9)(C(C(C8N6C)(C(=O)OC)O)OC(=O)C)CC)OC)C(=O)OC)O.OS(=O)(=O)O. Cell line: DU-145. Synergy scores: CSS=2.99, Synergy_ZIP=3.77, Synergy_Bliss=6.29, Synergy_Loewe=3.88, Synergy_HSA=1.66. (4) Drug 1: C1=CC(=CC=C1CCCC(=O)O)N(CCCl)CCCl. Drug 2: CC1C(C(=O)NC(C(=O)N2CCCC2C(=O)N(CC(=O)N(C(C(=O)O1)C(C)C)C)C)C(C)C)NC(=O)C3=C4C(=C(C=C3)C)OC5=C(C(=O)C(=C(C5=N4)C(=O)NC6C(OC(=O)C(N(C(=O)CN(C(=O)C7CCCN7C(=O)C(NC6=O)C(C)C)C)C)C(C)C)C)N)C. Cell line: DU-145. Synergy scores: CSS=40.4, Synergy_ZIP=2.97, Synergy_Bliss=-3.06, Synergy_Loewe=-3.42, Synergy_HSA=-3.44. (5) Drug 1: C1CCC(CC1)NC(=O)N(CCCl)N=O. Drug 2: C1CCC(C(C1)N)N.C(=O)(C(=O)[O-])[O-].[Pt+4]. Cell line: 786-0. Synergy scores: CSS=37.5, Synergy_ZIP=-2.92, Synergy_Bliss=2.06, Synergy_Loewe=-13.6, Synergy_HSA=4.89. (6) Cell line: SK-MEL-2. Drug 2: COCCOC1=C(C=C2C(=C1)C(=NC=N2)NC3=CC=CC(=C3)C#C)OCCOC.Cl. Synergy scores: CSS=43.4, Synergy_ZIP=1.90, Synergy_Bliss=1.70, Synergy_Loewe=-32.3, Synergy_HSA=0.951. Drug 1: CC1=C2C(C(=O)C3(C(CC4C(C3C(C(C2(C)C)(CC1OC(=O)C(C(C5=CC=CC=C5)NC(=O)OC(C)(C)C)O)O)OC(=O)C6=CC=CC=C6)(CO4)OC(=O)C)OC)C)OC. (7) Drug 1: C1=CC(=C2C(=C1NCCNCCO)C(=O)C3=C(C=CC(=C3C2=O)O)O)NCCNCCO. Drug 2: CC1C(C(CC(O1)OC2CC(CC3=C2C(=C4C(=C3O)C(=O)C5=CC=CC=C5C4=O)O)(C(=O)C)O)N)O. Cell line: A549. Synergy scores: CSS=67.8, Synergy_ZIP=-4.73, Synergy_Bliss=-5.55, Synergy_Loewe=-1.24, Synergy_HSA=0.352. (8) Drug 1: COC1=CC(=CC(=C1O)OC)C2C3C(COC3=O)C(C4=CC5=C(C=C24)OCO5)OC6C(C(C7C(O6)COC(O7)C8=CC=CS8)O)O. Drug 2: C1C(C(OC1N2C=NC3=C2NC=NCC3O)CO)O. Cell line: HCT116. Synergy scores: CSS=49.5, Synergy_ZIP=-2.77, Synergy_Bliss=-0.880, Synergy_Loewe=-24.6, Synergy_HSA=0.456. (9) Cell line: HCT-15. Drug 2: CN1C2=C(C=C(C=C2)N(CCCl)CCCl)N=C1CCCC(=O)O.Cl. Drug 1: COC1=CC(=CC(=C1O)OC)C2C3C(COC3=O)C(C4=CC5=C(C=C24)OCO5)OC6C(C(C7C(O6)COC(O7)C8=CC=CS8)O)O. Synergy scores: CSS=57.0, Synergy_ZIP=4.36, Synergy_Bliss=6.62, Synergy_Loewe=-54.4, Synergy_HSA=5.38. (10) Drug 1: CC1C(C(=O)NC(C(=O)N2CCCC2C(=O)N(CC(=O)N(C(C(=O)O1)C(C)C)C)C)C(C)C)NC(=O)C3=C4C(=C(C=C3)C)OC5=C(C(=O)C(=C(C5=N4)C(=O)NC6C(OC(=O)C(N(C(=O)CN(C(=O)C7CCCN7C(=O)C(NC6=O)C(C)C)C)C)C(C)C)C)N)C. Drug 2: C(CN)CNCCSP(=O)(O)O. Synergy scores: CSS=3.25, Synergy_ZIP=-4.40, Synergy_Bliss=-1.91, Synergy_Loewe=-27.6, Synergy_HSA=-3.49. Cell line: NCI-H226.